This data is from NCI-60 drug combinations with 297,098 pairs across 59 cell lines. The task is: Regression. Given two drug SMILES strings and cell line genomic features, predict the synergy score measuring deviation from expected non-interaction effect. (1) Drug 1: C1=CC=C(C(=C1)C(C2=CC=C(C=C2)Cl)C(Cl)Cl)Cl. Drug 2: C1CNP(=O)(OC1)N(CCCl)CCCl. Cell line: NCI-H226. Synergy scores: CSS=3.02, Synergy_ZIP=-1.93, Synergy_Bliss=-2.13, Synergy_Loewe=-0.314, Synergy_HSA=-0.369. (2) Drug 1: CNC(=O)C1=CC=CC=C1SC2=CC3=C(C=C2)C(=NN3)C=CC4=CC=CC=N4. Drug 2: C1CC(C1)(C(=O)O)C(=O)O.[NH2-].[NH2-].[Pt+2]. Cell line: HL-60(TB). Synergy scores: CSS=74.0, Synergy_ZIP=4.57, Synergy_Bliss=4.70, Synergy_Loewe=6.91, Synergy_HSA=6.94.